This data is from Reaction yield outcomes from USPTO patents with 853,638 reactions. The task is: Predict the reaction yield, written as a fraction of the theoretical maximum amount of product (1.0 means a 100% yield; for example, 0.34 means a 34% yield). (1) The reactants are Br[C:2]1[N:7]=[C:6]([C:8]2[CH:13]=[CH:12][CH:11]=[C:10]([C:14]([O:16][CH3:17])=[O:15])[N:9]=2)[CH:5]=[CH:4][CH:3]=1.[C-:18]#[N:19].[K+]. The catalyst is CN(C=O)C. The product is [C:18]([C:2]1[N:7]=[C:6]([C:8]2[CH:13]=[CH:12][CH:11]=[C:10]([C:14]([O:16][CH3:17])=[O:15])[N:9]=2)[CH:5]=[CH:4][CH:3]=1)#[N:19]. The yield is 0.750. (2) The reactants are [CH:1]1([C:4]2[CH:5]=[C:6]([NH:10][C:11]3[O:12][CH2:13][C:14]4[CH:20]=[C:19]([NH2:21])[CH:18]=[CH:17][C:15]=4[N:16]=3)[CH:7]=[CH:8][CH:9]=2)[CH2:3][CH2:2]1.[CH:22]1([S:25](Cl)(=[O:27])=[O:26])[CH2:24][CH2:23]1. No catalyst specified. The product is [CH:1]1([C:4]2[CH:5]=[C:6]([NH:10][C:11]3[O:12][CH2:13][C:14]4[CH:20]=[C:19]([NH:21][S:25]([CH:22]5[CH2:24][CH2:23]5)(=[O:27])=[O:26])[CH:18]=[CH:17][C:15]=4[N:16]=3)[CH:7]=[CH:8][CH:9]=2)[CH2:3][CH2:2]1. The yield is 0.0900.